Dataset: Full USPTO retrosynthesis dataset with 1.9M reactions from patents (1976-2016). Task: Predict the reactants needed to synthesize the given product. (1) Given the product [CH:32]1([C:36]2[N:13]=[C:12]([OH:39])[C:11]3[C:6](=[CH:7][C:8]([O:30][CH3:31])=[CH:9][CH:10]=3)[N:37]=2)[CH2:35][CH2:34][CH2:33]1, predict the reactants needed to synthesize it. The reactants are: C1(C2[N:13]=[C:12](N3CCN(C4C=CC=CC=4OC)CC3)[C:11]3[C:6](=[CH:7][C:8]([O:30][CH3:31])=[C:9](OC)[CH:10]=3)N=2)CC1.[CH:32]1([C:36]#[N:37])[CH2:35][CH2:34][CH2:33]1.Cl.[O:39]1CCOCC1. (2) Given the product [CH3:21][N:22]([O:23][CH3:24])[C:6]([CH:1]1[CH2:5][CH:4]=[CH:3][CH2:2]1)=[O:8], predict the reactants needed to synthesize it. The reactants are: [CH:1]1([C:6]([OH:8])=O)[CH2:5][CH:4]=[CH:3][CH2:2]1.C(N1C=CN=C1)(N1C=CN=C1)=O.[CH3:21][NH:22][O:23][CH3:24].O. (3) Given the product [CH3:21][O:20][C:17]1[CH:18]=[CH:19][C:14]([CH2:13][N:11]2[CH:12]=[C:4]3[C:5]([N:6]([CH3:9])[CH2:7][CH2:8][C:2]4[S:32][C:31]([NH:30][C:26]5[N:25]=[C:24]([CH3:23])[CH:29]=[CH:28][N:27]=5)=[N:33][C:3]=43)=[N:10]2)=[CH:15][CH:16]=1, predict the reactants needed to synthesize it. The reactants are: Br[CH:2]1[CH2:8][CH2:7][N:6]([CH3:9])[C:5]2=[N:10][N:11]([CH2:13][C:14]3[CH:19]=[CH:18][C:17]([O:20][CH3:21])=[CH:16][CH:15]=3)[CH:12]=[C:4]2[C:3]1=O.[CH3:23][C:24]1[CH:29]=[CH:28][N:27]=[C:26]([NH:30][C:31]([NH2:33])=[S:32])[N:25]=1. (4) Given the product [Br:1][C:2]1[CH:6]=[N:5][N:4]([CH2:7][CH3:8])[C:3]=1[CH:9]([OH:10])[CH2:19][CH2:18][CH2:17][C:11]1[CH:16]=[CH:15][CH:14]=[CH:13][CH:12]=1, predict the reactants needed to synthesize it. The reactants are: [Br:1][C:2]1[CH:6]=[N:5][N:4]([CH2:7][CH3:8])[C:3]=1[CH:9]=[O:10].[C:11]1([CH2:17][CH2:18][CH2:19][Mg]Br)[CH:16]=[CH:15][CH:14]=[CH:13][CH:12]=1. (5) Given the product [CH2:1]([C:3]1[C:8](=[O:9])[N:7]2[N:10]=[C:11]([CH3:15])[C:12]([C:13]#[N:14])=[C:6]2[NH:5][C:4]=1[CH2:16][OH:17])[CH3:2], predict the reactants needed to synthesize it. The reactants are: [CH2:1]([C:3]1[C:8](=[O:9])[N:7]2[N:10]=[C:11]([CH3:15])[C:12]([C:13]#[N:14])=[C:6]2[NH:5][C:4]=1[CH2:16][O:17]C)[CH3:2].B(Cl)(Cl)Cl.